This data is from Forward reaction prediction with 1.9M reactions from USPTO patents (1976-2016). The task is: Predict the product of the given reaction. The product is: [CH3:1][O:2][C:3]1[CH:4]=[C:5]([CH:9]=[CH:10][CH:11]=[C:12]2[CH2:17][CH2:16][N:15]([C:19]3[C:24]([N+:25]([O-:27])=[O:26])=[CH:23][CH:22]=[C:21]([CH3:28])[N:20]=3)[CH2:14][CH2:13]2)[CH:6]=[CH:7][CH:8]=1. Given the reactants [CH3:1][O:2][C:3]1[CH:4]=[C:5]([CH:9]=[CH:10][CH:11]=[C:12]2[CH2:17][CH2:16][NH:15][CH2:14][CH2:13]2)[CH:6]=[CH:7][CH:8]=1.Cl[C:19]1[C:24]([N+:25]([O-:27])=[O:26])=[CH:23][CH:22]=[C:21]([CH3:28])[N:20]=1.C(N(CC)CC)C.O, predict the reaction product.